This data is from Forward reaction prediction with 1.9M reactions from USPTO patents (1976-2016). The task is: Predict the product of the given reaction. The product is: [O:1]1[CH2:6][CH2:5][CH:4]([NH:9][NH:8][C:10]([O:12][C:13]([CH3:16])([CH3:15])[CH3:14])=[O:11])[CH2:3][CH2:2]1. Given the reactants [O:1]1[CH2:6][CH2:5][C:4](=O)[CH2:3][CH2:2]1.[NH:8]([C:10]([O:12][C:13]([CH3:16])([CH3:15])[CH3:14])=[O:11])[NH2:9], predict the reaction product.